This data is from Catalyst prediction with 721,799 reactions and 888 catalyst types from USPTO. The task is: Predict which catalyst facilitates the given reaction. (1) Reactant: [Cl:1][C:2]1[CH:10]=[C:9]([CH3:11])[C:8]([F:12])=[CH:7][C:3]=1[C:4]([OH:6])=[O:5].[N+:13]([O-])([O-:15])=[O:14].[K+]. Product: [Cl:1][C:2]1[C:10]([N+:13]([O-:15])=[O:14])=[C:9]([CH3:11])[C:8]([F:12])=[CH:7][C:3]=1[C:4]([OH:6])=[O:5]. The catalyst class is: 65. (2) Reactant: Cl.C1(C[O:6][C:7]2[C:8]([O:27][CH3:28])=[CH:9][CH:10]=[C:11]3[C:16]=2[NH:15][C:14](=[O:17])[CH:13]=[C:12]3[NH:18][C:19]2[C:24]([Cl:25])=[CH:23][N:22]=[CH:21][C:20]=2[Cl:26])CC1. Product: [Cl:26][C:20]1[CH:21]=[N:22][CH:23]=[C:24]([Cl:25])[C:19]=1[NH:18][C:12]1[C:11]2[C:16](=[C:7]([OH:6])[C:8]([O:27][CH3:28])=[CH:9][CH:10]=2)[NH:15][C:14](=[O:17])[CH:13]=1. The catalyst class is: 5. (3) Reactant: Cl[CH2:2][CH2:3][CH2:4][C:5]1[N:9]([CH2:10][C:11]2[C:16]([C:17]3[CH:22]=[CH:21][CH:20]=[CH:19][CH:18]=3)=[CH:15][C:14]([C:23]#[N:24])=[CH:13][CH:12]=2)[CH:8]=[N:7][CH:6]=1.CC([O-])(C)C.[K+].C1COCC1. Product: [CH2:6]1[CH:5]2[CH2:4][CH2:3][CH2:2][CH:10]([C:11]3[C:16]([C:17]4[CH:22]=[CH:21][CH:20]=[CH:19][CH:18]=4)=[CH:15][C:14]([C:23]#[N:24])=[CH:13][CH:12]=3)[N:9]2[CH:8]=[N:7]1. The catalyst class is: 1. (4) Reactant: [CH2:1]([O:3][C:4](=[O:29])[CH2:5][O:6][C:7]1[CH:12]=[CH:11][C:10]([O:13][CH2:14][CH:15]=[CH2:16])=[CH:9][C:8]=1[C:17](=[O:28])[NH:18][CH2:19][C:20]1[CH:25]=[CH:24][C:23](Br)=[CH:22][C:21]=1[F:27])[CH3:2]. The catalyst class is: 696. Product: [CH2:1]([O:3][C:4](=[O:29])[CH2:5][O:6][C:7]1[CH:12]=[CH:11][C:10]([O:13][CH2:14][CH2:15][CH3:16])=[CH:9][C:8]=1[C:17](=[O:28])[NH:18][CH2:19][C:20]1[CH:25]=[CH:24][CH:23]=[CH:22][C:21]=1[F:27])[CH3:2]. (5) Reactant: [C:1]1([C:7]2([C:14]3[CH:19]=[CH:18][CH:17]=[CH:16][CH:15]=3)[NH:11][C:10](=[O:12])[NH:9][C:8]2=[O:13])[CH:6]=[CH:5][CH:4]=[CH:3][CH:2]=1.C([O-])([O-])=O.[K+].[K+].[CH3:26][N:27]1[CH:31]2[CH2:32][CH:33](O)[CH2:34][CH:28]1[CH2:29][CH2:30]2. Product: [CH3:26][N:27]1[CH:31]2[CH2:30][CH2:29][CH:28]1[CH2:34][CH:33]([N:9]1[C:8](=[O:13])[C:7]([C:1]3[CH:6]=[CH:5][CH:4]=[CH:3][CH:2]=3)([C:14]3[CH:15]=[CH:16][CH:17]=[CH:18][CH:19]=3)[NH:11][C:10]1=[O:12])[CH2:32]2. The catalyst class is: 18.